Dataset: Full USPTO retrosynthesis dataset with 1.9M reactions from patents (1976-2016). Task: Predict the reactants needed to synthesize the given product. (1) Given the product [F:1][C:2]1[CH:7]=[CH:6][C:5]([CH2:8][N:9]2[C:24]3[CH2:23][N:22]4[CH:18]([C:19](=[O:35])[N:20]([CH2:26][CH2:27][C:28]([OH:30])=[O:29])[C:21]4=[O:25])[C:17]([CH3:37])([CH3:36])[C:16]=3[C:15]3[CH:14]=[CH:13][CH:12]=[N:11][C:10]2=3)=[CH:4][CH:3]=1, predict the reactants needed to synthesize it. The reactants are: [F:1][C:2]1[CH:7]=[CH:6][C:5]([CH2:8][N:9]2[C:24]3[CH2:23][N:22]4[CH:18]([C:19](=[O:35])[N:20]([CH2:26][CH2:27][C:28]([O:30]C(C)(C)C)=[O:29])[C:21]4=[O:25])[C:17]([CH3:37])([CH3:36])[C:16]=3[C:15]3[CH:14]=[CH:13][CH:12]=[N:11][C:10]2=3)=[CH:4][CH:3]=1. (2) The reactants are: [C:1](Cl)(=[O:4])[CH2:2][CH3:3].[Cl-].[Al+3].[Cl-].[Cl-].[CH2:10]([C:17]1[C:21]2[CH:22]=[CH:23][CH:24]=[CH:25][C:20]=2[O:19][C:18]=1[CH2:26][CH3:27])[C:11]1[CH:16]=[CH:15][CH:14]=[CH:13][CH:12]=1. Given the product [CH2:10]([C:17]1[C:21]2[CH:22]=[CH:23][C:24]([C:1](=[O:4])[CH2:2][CH3:3])=[CH:25][C:20]=2[O:19][C:18]=1[CH2:26][CH3:27])[C:11]1[CH:12]=[CH:13][CH:14]=[CH:15][CH:16]=1, predict the reactants needed to synthesize it. (3) Given the product [NH2:1][C:2]1[C:7]([C:8](=[O:19])[C:9]2[C:14]([O:15][CH3:16])=[CH:13][CH:12]=[C:11]([F:17])[C:10]=2[F:18])=[CH:6][N:5]=[C:4]([NH:20][C@H:21]2[CH2:26][CH2:25][C@H:24]([NH:27][S:28]([CH2:31][CH2:32][CH2:33][N:35]3[CH2:40][CH2:39][O:38][CH2:37][CH2:36]3)(=[O:30])=[O:29])[CH2:23][CH2:22]2)[N:3]=1, predict the reactants needed to synthesize it. The reactants are: [NH2:1][C:2]1[C:7]([C:8](=[O:19])[C:9]2[C:14]([O:15][CH3:16])=[CH:13][CH:12]=[C:11]([F:17])[C:10]=2[F:18])=[CH:6][N:5]=[C:4]([NH:20][C@H:21]2[CH2:26][CH2:25][C@H:24]([NH:27][S:28]([CH2:31][CH2:32][CH2:33]Cl)(=[O:30])=[O:29])[CH2:23][CH2:22]2)[N:3]=1.[NH:35]1[CH2:40][CH2:39][O:38][CH2:37][CH2:36]1.